This data is from Reaction yield outcomes from USPTO patents with 853,638 reactions. The task is: Predict the reaction yield, written as a fraction of the theoretical maximum amount of product (1.0 means a 100% yield; for example, 0.34 means a 34% yield). (1) The reactants are [F:1][C:2]1[C:7]2[N:8]=[CH:9][O:10][C:6]=2[CH:5]=[C:4]2[NH:11][C:12](=[O:22])[N:13]([C:14]3[CH:19]=[CH:18][C:17]([I:20])=[CH:16][C:15]=3[F:21])[C:3]=12.C(N(CC)CC)C.[CH:30]1([S:33](Cl)(=[O:35])=[O:34])[CH2:32][CH2:31]1. The catalyst is C(Cl)Cl.CN(C1C=CN=CC=1)C. The product is [CH:30]1([S:33]([N:11]2[C:4]3=[CH:5][C:6]4[O:10][CH:9]=[N:8][C:7]=4[C:2]([F:1])=[C:3]3[N:13]([C:14]3[CH:19]=[CH:18][C:17]([I:20])=[CH:16][C:15]=3[F:21])[C:12]2=[O:22])(=[O:35])=[O:34])[CH2:32][CH2:31]1. The yield is 1.00. (2) The reactants are Cl[C:2]1[C:7]([C:8]#[N:9])=[C:6]([CH3:10])[CH:5]=[C:4]([CH3:11])[N:3]=1.[CH3:12][O-:13].[Na+]. The catalyst is CO.O. The product is [C:8]([C:7]1[C:2]([O:13][CH3:12])=[N:3][C:4]([CH3:11])=[CH:5][C:6]=1[CH3:10])#[N:9]. The yield is 0.650. (3) The reactants are [H-].[H-].[H-].[H-].[Li+].[Al+3].[CH:7]([C:10]1([CH2:15][C:16](OC)=[O:17])[O:14][CH2:13][CH2:12][O:11]1)([CH3:9])[CH3:8]. The catalyst is C1COCC1. The product is [CH:7]([C:10]1([CH2:15][CH2:16][OH:17])[O:14][CH2:13][CH2:12][O:11]1)([CH3:9])[CH3:8]. The yield is 0.670. (4) The reactants are [Cl:1][C:2]1[CH:3]=[C:4]([CH:31]=[CH:32][CH:33]=1)[CH2:5][CH2:6][NH:7][C:8]1[N:13]=[C:12]([NH:14][C@H:15]2[CH2:18][C@@H:17]([NH:19]C(=O)OC(C)(C)C)[C:16]2([CH3:28])[CH3:27])[C:11]([C:29]#[N:30])=[CH:10][N:9]=1.FC(F)(F)C(O)=O. The catalyst is C(Cl)Cl. The product is [NH2:19][C@H:17]1[CH2:18][C@@H:15]([NH:14][C:12]2[C:11]([C:29]#[N:30])=[CH:10][N:9]=[C:8]([NH:7][CH2:6][CH2:5][C:4]3[CH:31]=[CH:32][CH:33]=[C:2]([Cl:1])[CH:3]=3)[N:13]=2)[C:16]1([CH3:28])[CH3:27]. The yield is 0.550.